Predict which catalyst facilitates the given reaction. From a dataset of Catalyst prediction with 721,799 reactions and 888 catalyst types from USPTO. (1) Reactant: C(OC([N:8]1[C:13]2[CH:14]=[C:15]([Cl:21])[C:16]([N:18]([CH3:20])[CH3:19])=[CH:17][C:12]=2[O:11][CH:10]([C:22]([N:24]2[CH2:29][CH2:28][C:27]([C:37]#[N:38])([CH2:30][C:31]3[CH:36]=[CH:35][N:34]=[CH:33][CH:32]=3)[CH2:26][CH2:25]2)=[O:23])[CH2:9]1)=O)(C)(C)C.FC(F)(F)C(O)=O. Product: [Cl:21][C:15]1[C:16]([N:18]([CH3:19])[CH3:20])=[CH:17][C:12]2[O:11][CH:10]([C:22]([N:24]3[CH2:29][CH2:28][C:27]([CH2:30][C:31]4[CH:32]=[CH:33][N:34]=[CH:35][CH:36]=4)([C:37]#[N:38])[CH2:26][CH2:25]3)=[O:23])[CH2:9][NH:8][C:13]=2[CH:14]=1. The catalyst class is: 2. (2) Reactant: [Br:1][C:2]1[CH:7]=[CH:6][C:5]([S:8]([NH:11][C:12]2[C:21]3[C:16](=[CH:17][CH:18]=[CH:19][CH:20]=3)[C:15]([O:22][CH3:23])=[C:14]([S:24][CH2:25][C:26]([O:28]C)=O)[CH:13]=2)(=[O:10])=[O:9])=[CH:4][CH:3]=1.[NH4+:30].[OH-]. Product: [Br:1][C:2]1[CH:7]=[CH:6][C:5]([S:8]([NH:11][C:12]2[C:21]3[C:16](=[CH:17][CH:18]=[CH:19][CH:20]=3)[C:15]([O:22][CH3:23])=[C:14]([S:24][CH2:25][C:26]([NH2:30])=[O:28])[CH:13]=2)(=[O:10])=[O:9])=[CH:4][CH:3]=1. The catalyst class is: 25.